From a dataset of Full USPTO retrosynthesis dataset with 1.9M reactions from patents (1976-2016). Predict the reactants needed to synthesize the given product. (1) Given the product [OH:28][CH2:29][C:30]([NH:33][S:34]([C:37]1[S:41][C:40]([NH:42][C:25]([C:24]2[CH:23]=[N:22][N:15]3[C:16]([C:18]([F:19])([F:21])[F:20])=[CH:17][C:12]([C:4]4[CH:5]=[CH:6][C:7]([C:8]([F:10])([F:11])[F:9])=[C:2]([Cl:1])[CH:3]=4)=[N:13][C:14]=23)=[O:26])=[N:39][C:38]=1[CH3:43])(=[O:36])=[O:35])([CH3:32])[CH3:31], predict the reactants needed to synthesize it. The reactants are: [Cl:1][C:2]1[CH:3]=[C:4]([C:12]2[CH:17]=[C:16]([C:18]([F:21])([F:20])[F:19])[N:15]3[N:22]=[CH:23][C:24]([C:25](O)=[O:26])=[C:14]3[N:13]=2)[CH:5]=[CH:6][C:7]=1[C:8]([F:11])([F:10])[F:9].[OH:28][CH2:29][C:30]([NH:33][S:34]([C:37]1[S:41][C:40]([NH2:42])=[N:39][C:38]=1[CH3:43])(=[O:36])=[O:35])([CH3:32])[CH3:31]. (2) Given the product [NH2:31][CH2:32][C:33]([N:6]1[CH2:7][C@H:3]([OH:2])[CH2:4][C@H:5]1[C:8]([NH:10][CH2:11][C:12]1[CH:13]=[CH:14][C:15]([C:18]2[S:22][CH:21]=[N:20][C:19]=2[CH3:23])=[CH:16][CH:17]=1)=[O:9])=[O:34], predict the reactants needed to synthesize it. The reactants are: Cl.[OH:2][C@H:3]1[CH2:7][NH:6][C@H:5]([C:8]([NH:10][CH2:11][C:12]2[CH:17]=[CH:16][C:15]([C:18]3[S:22][CH:21]=[N:20][C:19]=3[CH3:23])=[CH:14][CH:13]=2)=[O:9])[CH2:4]1.C(OC([NH:31][CH2:32][C:33](O)=[O:34])=O)(C)(C)C.CCN(C(C)C)C(C)C.CN(C(ON1N=NC2C=CC=NC1=2)=[N+](C)C)C.F[P-](F)(F)(F)(F)F.C(O)(C(F)(F)F)=O. (3) Given the product [C:58]([C:54]1[CH:53]=[C:52]([NH:51][C:2]2[C:3]3[C:10]([C:11]4[CH:16]=[CH:15][CH:14]=[C:13]([N+:39]([O-:41])=[O:40])[CH:12]=4)=[CH:9][NH:8][C:4]=3[N:5]=[CH:6][N:7]=2)[CH:57]=[CH:56][CH:55]=1)#[CH:59], predict the reactants needed to synthesize it. The reactants are: Cl[C:2]1[C:3]2[C:10]([C:11]3[CH:16]=[CH:15][C:14](OC)=[CH:13][CH:12]=3)=[CH:9][NH:8][C:4]=2[N:5]=[CH:6][N:7]=1.C1(S(N2C3N=CN=C(Cl)C=3C(I)=C2)(=O)=O)C=CC=CC=1.[N+:39](C1C=C(B(O)O)C=CC=1)([O-:41])=[O:40].[NH2:51][C:52]1[CH:53]=[C:54]([C:58]#[CH:59])[CH:55]=[CH:56][CH:57]=1. (4) Given the product [NH2:42][CH2:43][CH2:44][CH:45]([NH:52][C:20]([C:19]1[CH:23]=[CH:24][C:25]([CH3:26])=[C:17]([NH:16][C:14]([C:8]2[C:9](=[O:13])[NH:10][C:11]3[C:6]([CH:7]=2)=[CH:5][C:4]([O:27][CH2:28][CH2:29][N:30]2[CH2:31][CH2:32][O:33][CH2:34][CH2:35]2)=[C:3]([O:2][CH3:1])[CH:12]=3)=[O:15])[CH:18]=1)=[O:21])[C:46]1[CH:47]=[CH:48][CH:49]=[CH:50][CH:51]=1, predict the reactants needed to synthesize it. The reactants are: [CH3:1][O:2][C:3]1[CH:12]=[C:11]2[C:6]([CH:7]=[C:8]([C:14]([NH:16][C:17]3[CH:18]=[C:19]([CH:23]=[CH:24][C:25]=3[CH3:26])[C:20](O)=[O:21])=[O:15])[C:9](=[O:13])[NH:10]2)=[CH:5][C:4]=1[O:27][CH2:28][CH2:29][N:30]1[CH2:35][CH2:34][O:33][CH2:32][CH2:31]1.C(OC(=O)[NH:42][CH2:43][CH2:44][CH:45]([NH2:52])[C:46]1[CH:51]=[CH:50][CH:49]=[CH:48][CH:47]=1)(C)(C)C. (5) Given the product [CH3:36][C:34]1[C:29]2[NH:30][C:31](=[O:33])[S:32][C:28]=2[CH:27]=[C:26]([C:24]([C:20]2[N:21]=[CH:22][N:23]=[C:18]([N:1]3[CH2:2][CH2:3][CH:4]([N:7]4[C:15]5[C:10](=[N:11][CH:12]=[CH:13][CH:14]=5)[NH:9][C:8]4=[O:16])[CH2:5][CH2:6]3)[CH:19]=2)=[O:25])[CH:35]=1, predict the reactants needed to synthesize it. The reactants are: [NH:1]1[CH2:6][CH2:5][CH:4]([N:7]2[C:15]3[C:10](=[N:11][CH:12]=[CH:13][CH:14]=3)[NH:9][C:8]2=[O:16])[CH2:3][CH2:2]1.Cl[C:18]1[N:23]=[CH:22][N:21]=[C:20]([C:24]([C:26]2[CH:35]=[C:34]([CH3:36])[C:29]3[NH:30][C:31](=[O:33])[S:32][C:28]=3[CH:27]=2)=[O:25])[CH:19]=1.CCN(C(C)C)C(C)C.